From a dataset of Forward reaction prediction with 1.9M reactions from USPTO patents (1976-2016). Predict the product of the given reaction. (1) Given the reactants CC1C=C(C)C=C(C)C=1S([O-])(=O)=O.[NH2:14][N+:15]1[CH:20]=[CH:19][CH:18]=[C:17]([O:21][CH3:22])[CH:16]=1.C(=O)([O-])[O-].[K+].[K+].O1CCOCC1.[O:35]=[C:36]([C:49]1[N:54]=[C:53]([C:55]([O:57][CH3:58])=[O:56])[CH:52]=[CH:51][CH:50]=1)[C:37]#[C:38][C:39]1[CH:44]=[CH:43][CH:42]=[CH:41][C:40]=1[C:45]([F:48])([F:47])[F:46], predict the reaction product. The product is: [CH3:22][O:21][C:17]1[CH:18]=[CH:19][C:20]2[N:15]([N:14]=[C:38]([C:39]3[CH:44]=[CH:43][CH:42]=[CH:41][C:40]=3[C:45]([F:48])([F:46])[F:47])[C:37]=2[C:36]([C:49]2[N:54]=[C:53]([C:55]([O:57][CH3:58])=[O:56])[CH:52]=[CH:51][CH:50]=2)=[O:35])[CH:16]=1. (2) Given the reactants [Cl:1][C:2]1[C:3]2[CH:10]=[CH:9][NH:8][C:4]=2[N:5]=[CH:6][N:7]=1.[H-].[Na+].[CH2:13](I)[CH:14]=[CH2:15], predict the reaction product. The product is: [Cl:1][C:2]1[C:3]2[CH:10]=[CH:9][N:8]([CH2:15][CH:14]=[CH2:13])[C:4]=2[N:5]=[CH:6][N:7]=1. (3) Given the reactants [CH3:1][C:2]1[C:11]([NH:12][C:13]2[CH:18]=[CH:17][C:16]([O:19][C:20]([F:23])([F:22])[F:21])=[CH:15][C:14]=2[NH:24][C:25]([C@H:27]2[CH2:31][CH2:30][CH2:29][O:28]2)=O)=[CH:10][CH:9]=[CH:8][C:3]=1[C:4]([O:6][CH3:7])=[O:5], predict the reaction product. The product is: [CH3:1][C:2]1[C:11]([N:12]2[C:13]3[CH:18]=[CH:17][C:16]([O:19][C:20]([F:22])([F:21])[F:23])=[CH:15][C:14]=3[N:24]=[C:25]2[C@H:27]2[CH2:31][CH2:30][CH2:29][O:28]2)=[CH:10][CH:9]=[CH:8][C:3]=1[C:4]([O:6][CH3:7])=[O:5]. (4) The product is: [Br:1][C:2]1[CH:7]=[CH:6][C:5]([N+:8]([O-:10])=[O:9])=[C:4]([O:13][CH3:12])[CH:3]=1. Given the reactants [Br:1][C:2]1[CH:7]=[CH:6][C:5]([N+:8]([O-:10])=[O:9])=[C:4](F)[CH:3]=1.[CH3:12][O-:13].[Na+], predict the reaction product. (5) Given the reactants [Br:1][C:2]1[CH:3]=[C:4]2[C:9](=[CH:10][CH:11]=1)[N:8]=[C:7]([NH:12][CH2:13][C:14]1[CH:19]=[CH:18][C:17]([F:20])=[CH:16][CH:15]=1)[CH:6]=[N:5]2.[H-].[Na+].[CH3:23]I, predict the reaction product. The product is: [Br:1][C:2]1[CH:3]=[C:4]2[C:9](=[CH:10][CH:11]=1)[N:8]=[C:7]([N:12]([CH2:13][C:14]1[CH:19]=[CH:18][C:17]([F:20])=[CH:16][CH:15]=1)[CH3:23])[CH:6]=[N:5]2. (6) Given the reactants [CH2:1]([N:3]([C:7]1[CH:12]=[CH:11][C:10]([C:13]2[C:37]3[C:32](=[CH:33][CH:34]=[CH:35][CH:36]=3)[C:16]3[O:17][C:18]4([C:28]([CH3:30])([CH3:29])[C:27]5[C:22](=[CH:23][CH:24]=[CH:25][CH:26]=5)[N:21]4[CH3:31])[CH:19]=[N:20][C:15]=3[CH:14]=2)=[CH:9][CH:8]=1)[CH2:4][CH2:5][OH:6])[CH3:2].C(N(CC)CC)C.[C:45](Cl)(=[O:48])[CH2:46][CH3:47], predict the reaction product. The product is: [C:45]([O:6][CH2:5][CH2:4][N:3]([CH2:1][CH3:2])[C:7]1[CH:12]=[CH:11][C:10]([C:13]2[C:37]3[C:32](=[CH:33][CH:34]=[CH:35][CH:36]=3)[C:16]3[O:17][C:18]4([C:28]([CH3:29])([CH3:30])[C:27]5[C:22](=[CH:23][CH:24]=[CH:25][CH:26]=5)[N:21]4[CH3:31])[CH:19]=[N:20][C:15]=3[CH:14]=2)=[CH:9][CH:8]=1)(=[O:48])[CH2:46][CH3:47]. (7) The product is: [CH3:19][N:10]1[C:11]2[C:16](=[CH:15][N:14]=[C:13]([CH3:18])[CH:12]=2)[CH:17]=[C:8]([C:6]2[CH:7]=[C:2]([NH:1][C:23]3[N:27]=[C:26]([C:28]4[CH:33]=[CH:32][CH:31]=[CH:30][CH:29]=4)[S:25][N:24]=3)[CH:3]=[CH:4][C:5]=2[CH3:21])[C:9]1=[O:20]. Given the reactants [NH2:1][C:2]1[CH:3]=[CH:4][C:5]([CH3:21])=[C:6]([C:8]2[C:9](=[O:20])[N:10]([CH3:19])[C:11]3[C:16]([CH:17]=2)=[CH:15][N:14]=[C:13]([CH3:18])[CH:12]=3)[CH:7]=1.Cl[C:23]1[N:27]=[C:26]([C:28]2[CH:33]=[CH:32][CH:31]=[CH:30][CH:29]=2)[S:25][N:24]=1.CC1C=CC(S(O)(=O)=O)=CC=1, predict the reaction product. (8) Given the reactants [NH2:1][C:2]1[CH:7]=[CH:6][CH:5]=[CH:4][C:3]=1[NH:8][C:9]([C:11]1[S:12][C:13]2[CH:19]=[C:18]([CH2:20][N:21]=[N+:22]=[N-:23])[CH:17]=[CH:16][C:14]=2[CH:15]=1)=[O:10].[C:24]1([CH2:30][CH2:31][C:32]#[CH:33])[CH:29]=[CH:28][CH:27]=[CH:26][CH:25]=1.O=C1O[C@H]([C@H](CO)O)C([O-])=C1O.[Na+].C1C=CC(P(C2C=CC=CC=2)C2C=CC=CC=2)=CC=1, predict the reaction product. The product is: [NH2:1][C:2]1[CH:7]=[CH:6][CH:5]=[CH:4][C:3]=1[NH:8][C:9]([C:11]1[S:12][C:13]2[CH:19]=[C:18]([CH2:20][N:21]3[CH:33]=[C:32]([CH2:31][CH2:30][C:24]4[CH:29]=[CH:28][CH:27]=[CH:26][CH:25]=4)[N:23]=[N:22]3)[CH:17]=[CH:16][C:14]=2[CH:15]=1)=[O:10].